Dataset: Forward reaction prediction with 1.9M reactions from USPTO patents (1976-2016). Task: Predict the product of the given reaction. Given the reactants S=C1[N:6]([C:7]([O:9][CH2:10][C:11]2[CH:16]=[CH:15][C:14]([O:17][C:18](=[O:20])[CH3:19])=[C:13]([O:21][CH3:22])[CH:12]=2)=[O:8])[CH2:5][CH2:4]S1.NCC[N:26]1[CH2:31][CH2:30][O:29][CH2:28][CH2:27]1, predict the reaction product. The product is: [C:18]([O:17][C:14]1[CH:15]=[CH:16][C:11]([CH2:10][O:9][C:7](=[O:8])[NH:6][CH2:5][CH2:4][N:26]2[CH2:31][CH2:30][O:29][CH2:28][CH2:27]2)=[CH:12][C:13]=1[O:21][CH3:22])(=[O:20])[CH3:19].